This data is from Forward reaction prediction with 1.9M reactions from USPTO patents (1976-2016). The task is: Predict the product of the given reaction. (1) Given the reactants [OH:1][C@@H:2]1[CH2:6][CH2:5][N:4]([C:7]2[C:26]([C:27]3[N:31](C4CCCCO4)[N:30]=[CH:29][CH:28]=3)=[CH:25][C:10]([C:11]([NH:13][C:14]3[CH:19]=[CH:18][C:17]([O:20][C:21]([F:24])([F:23])[F:22])=[CH:16][CH:15]=3)=[O:12])=[CH:9][N:8]=2)[CH2:3]1.C(O)(C(F)(F)F)=O, predict the reaction product. The product is: [OH:1][C@@H:2]1[CH2:6][CH2:5][N:4]([C:7]2[C:26]([C:27]3[CH:28]=[CH:29][NH:30][N:31]=3)=[CH:25][C:10]([C:11]([NH:13][C:14]3[CH:19]=[CH:18][C:17]([O:20][C:21]([F:24])([F:22])[F:23])=[CH:16][CH:15]=3)=[O:12])=[CH:9][N:8]=2)[CH2:3]1. (2) Given the reactants C(OC([N:8]1[CH2:12][CH2:11][CH:10]([CH2:13][N:14]2[C:22]3[C:17](=[CH:18][C:19]([O:23][CH:24]([F:26])[F:25])=[CH:20][CH:21]=3)[C:16]([C:27]3[N:28]=[C:29]4[C:35]([C:36](=[O:42])[NH:37][C:38]([CH3:41])([CH3:40])[CH3:39])=[CH:34][N:33](COCC[Si](C)(C)C)[C:30]4=[N:31][CH:32]=3)=[N:15]2)[CH2:9]1)=O)(C)(C)C.FC(F)(F)C(O)=O.C(N)CN.O, predict the reaction product. The product is: [C:38]([NH:37][C:36]([C:35]1[C:29]2[C:30](=[N:31][CH:32]=[C:27]([C:16]3[C:17]4[C:22](=[CH:21][CH:20]=[C:19]([O:23][CH:24]([F:25])[F:26])[CH:18]=4)[N:14]([CH2:13][CH:10]4[CH2:11][CH2:12][NH:8][CH2:9]4)[N:15]=3)[N:28]=2)[NH:33][CH:34]=1)=[O:42])([CH3:41])([CH3:39])[CH3:40]. (3) Given the reactants [CH3:1][O:2][C:3]([C:5]1[S:6][C:7]([O:12][CH2:13][C:14]([F:17])([F:16])[F:15])=[C:8]([NH2:11])[C:9]=1[NH2:10])=[O:4].CO[C:20](=N)[C:21]([Cl:24])([Cl:23])[Cl:22], predict the reaction product. The product is: [CH3:1][O:2][C:3]([C:5]1[S:6][C:7]([O:12][CH2:13][C:14]([F:17])([F:15])[F:16])=[C:8]2[C:9]=1[NH:10][C:20]([C:21]([Cl:24])([Cl:23])[Cl:22])=[N:11]2)=[O:4].